Dataset: Full USPTO retrosynthesis dataset with 1.9M reactions from patents (1976-2016). Task: Predict the reactants needed to synthesize the given product. (1) Given the product [ClH:38].[F:34][C:29]1[CH:30]=[CH:31][CH:32]=[CH:33][C:28]=1[C:27]1[CH:26]=[C:25]2[C:16]([N:17]3[C:22]([CH2:23][O:24]2)=[N:21][NH:20][C:19](=[O:35])[C@H:18]3[CH3:36])=[CH:15][C:14]=1[C@H:11]1[CH2:12][CH2:13][NH:8][CH2:9][C@H:10]1[CH3:37], predict the reactants needed to synthesize it. The reactants are: C(OC([N:8]1[CH2:13][CH2:12][C@H:11]([C:14]2[CH:15]=[C:16]3[C:25](=[CH:26][C:27]=2[C:28]2[CH:33]=[CH:32][CH:31]=[CH:30][C:29]=2[F:34])[O:24][CH2:23][C:22]2[N:17]3[C@H:18]([CH3:36])[C:19](=[O:35])[NH:20][N:21]=2)[C@H:10]([CH3:37])[CH2:9]1)=O)(C)(C)C.[ClH:38]. (2) Given the product [CH2:13]([O:12][C:10](=[O:11])[CH2:9][N:4]1[CH:3]=[C:2]([CH3:1])[C:6](=[O:7])[NH:5]1)[CH3:14], predict the reactants needed to synthesize it. The reactants are: [CH3:1][CH:2]1[C:6](=[O:7])[NH:5][N:4]=[CH:3]1.Br[CH2:9][C:10]([O:12][CH2:13][CH3:14])=[O:11].C(=O)([O-])[O-].[K+].[K+].CCCCCCC.